Dataset: Forward reaction prediction with 1.9M reactions from USPTO patents (1976-2016). Task: Predict the product of the given reaction. (1) Given the reactants [C:1]([CH:4]1[S:8][CH:7]([C:9]2[N:14]=[N:13][C:12]([N:15]([CH2:23][C:24]3([C:28]4[C:33]([F:34])=[CH:32][CH:31]=[CH:30][N:29]=4)[CH2:27][CH2:26][CH2:25]3)C(=O)OC(C)(C)C)=[CH:11][CH:10]=2)[N:6]=[C:5]1[O:35]C)(=[O:3])[NH2:2].B(Br)(Br)Br, predict the reaction product. The product is: [F:34][C:33]1[C:28]([C:24]2([CH2:23][NH:15][C:12]3[N:13]=[N:14][C:9]([CH:7]4[N:6]=[C:5]([OH:35])[CH:4]([C:1]([NH2:2])=[O:3])[S:8]4)=[CH:10][CH:11]=3)[CH2:25][CH2:26][CH2:27]2)=[N:29][CH:30]=[CH:31][CH:32]=1. (2) Given the reactants Cl[C:2]1[N:3]=[N:4][C:5]2[C:6]3[CH:15]=[CH:14][CH:13]=[CH:12][C:7]=3[CH2:8][CH2:9][C:10]=2[CH:11]=1.[NH2:16][NH2:17], predict the reaction product. The product is: [NH:16]([C:2]1[N:3]=[N:4][C:5]2[C:6]3[CH:15]=[CH:14][CH:13]=[CH:12][C:7]=3[CH2:8][CH2:9][C:10]=2[CH:11]=1)[NH2:17]. (3) The product is: [CH3:1][N:2]1[C:10]2[C:5](=[CH:6][CH:7]=[C:8]([C:11]3[NH:12][C:24]([CH3:25])=[CH:23][N:13]=3)[CH:9]=2)[C:4]([CH3:14])([CH3:15])[C:3]1=[O:16]. Given the reactants [CH3:1][N:2]1[C:10]2[C:5](=[CH:6][CH:7]=[C:8]([C:11](=[NH:13])[NH2:12])[CH:9]=2)[C:4]([CH3:15])([CH3:14])[C:3]1=[O:16].C(=O)(O)[O-].[Na+].Cl[CH2:23][C:24](=O)[CH3:25], predict the reaction product. (4) Given the reactants [NH2:1][C:2]1[CH:3]=[C:4]([C:9]([C:11]2[CH:12]=[N:13][CH:14]=[CH:15][CH:16]=2)=[O:10])[CH:5]=[C:6]([Br:8])[CH:7]=1.N1C=CC=CC=1.[CH3:23][S:24](Cl)(=[O:26])=[O:25], predict the reaction product. The product is: [Br:8][C:6]1[CH:7]=[C:2]([NH:1][S:24]([CH3:23])(=[O:26])=[O:25])[CH:3]=[C:4]([C:9]([C:11]2[CH:12]=[N:13][CH:14]=[CH:15][CH:16]=2)=[O:10])[CH:5]=1. (5) Given the reactants Cl.Cl[C:3]1[N:16]2[C:7](=[N:8][C:9]3[C:14]([C:15]2=[O:17])=[C:13]([F:18])[CH:12]=[CH:11][CH:10]=3)[C:6]2[CH:19]=[CH:20][N:21](S(C3C=CC(C)=CC=3)(=O)=O)[C:5]=2[N:4]=1.[NH2:32][C:33]1[C:34]([O:48][CH3:49])=[CH:35][C:36]([CH3:47])=[C:37]([N:39]([CH3:46])[C:40](=[O:45])[CH2:41][N:42]([CH3:44])[CH3:43])[CH:38]=1.[CH3:50][NH2:51], predict the reaction product. The product is: [CH3:43][N:42]([CH3:44])[CH2:41][C:40]([N:39]([CH3:46])[C:37]1[C:36]([CH3:47])=[CH:35][C:34]([O:48][CH3:49])=[C:33]([NH:32][C:3]2[NH:4][C:5]3=[N:21][CH:20]=[CH:19][C:6]3=[C:7]([NH:8][C:9]3[CH:10]=[CH:11][CH:12]=[C:13]([F:18])[C:14]=3[C:15]([NH:51][CH3:50])=[O:17])[N:16]=2)[CH:38]=1)=[O:45]. (6) Given the reactants CN(C(ON1N=NC2C=CC=NC1=2)=[N+](C)C)C.F[P-](F)(F)(F)(F)F.[C:25]([C:29]1[O:33][N:32]=[C:31]([NH:34][C:35]([NH:37][C:38]2[CH:43]=[CH:42][CH:41]=[C:40]([C:44]#[C:45][C:46]3[CH:47]=[N:48][C:49]([NH:52][CH2:53][CH:54]4[CH2:58][CH2:57][CH2:56][NH:55]4)=[N:50][CH:51]=3)[CH:39]=2)=[O:36])[CH:30]=1)([CH3:28])([CH3:27])[CH3:26].[C:59](O)(=[O:62])[CH2:60][OH:61].CCN(C(C)C)C(C)C, predict the reaction product. The product is: [C:25]([C:29]1[O:33][N:32]=[C:31]([NH:34][C:35]([NH:37][C:38]2[CH:43]=[CH:42][CH:41]=[C:40]([C:44]#[C:45][C:46]3[CH:47]=[N:48][C:49]([NH:52][CH2:53][CH:54]4[CH2:58][CH2:57][CH2:56][N:55]4[C:60](=[O:61])[CH2:59][OH:62])=[N:50][CH:51]=3)[CH:39]=2)=[O:36])[CH:30]=1)([CH3:28])([CH3:26])[CH3:27]. (7) Given the reactants [I:1][C:2]1[CH:7]=[CH:6][C:5]([C:8]([CH3:11])([CH3:10])[CH3:9])=[CH:4][C:3]=1[OH:12].S(Cl)([Cl:16])(=O)=O.O, predict the reaction product. The product is: [Cl:16][C:6]1[C:5]([C:8]([CH3:9])([CH3:11])[CH3:10])=[CH:4][C:3]([OH:12])=[C:2]([I:1])[CH:7]=1. (8) Given the reactants [F:1][C:2]([F:11])([F:10])[C:3]1[CH:4]=[C:5]([OH:9])[CH:6]=[CH:7][CH:8]=1.[Li].CC(C)([O-])C.[O-]C1C=CC=CC=1.[Li+].Br[CH:27]([C:40]1[CH:45]=[CH:44][C:43]([Cl:46])=[CH:42][CH:41]=1)[C:28]([O:30][C@@H](C)C(=O)N1CCCC1)=[O:29].OO.[Li+].[OH-], predict the reaction product. The product is: [Cl:46][C:43]1[CH:42]=[CH:41][C:40]([C@@H:27]([O:9][C:5]2[CH:6]=[CH:7][CH:8]=[C:3]([C:2]([F:10])([F:11])[F:1])[CH:4]=2)[C:28]([OH:30])=[O:29])=[CH:45][CH:44]=1.